This data is from Reaction yield outcomes from USPTO patents with 853,638 reactions. The task is: Predict the reaction yield, written as a fraction of the theoretical maximum amount of product (1.0 means a 100% yield; for example, 0.34 means a 34% yield). (1) The reactants are [N+:1]([C:4]1[CH:5]=[C:6]([NH2:11])[C:7]([NH2:10])=[N:8][CH:9]=1)([O-:3])=[O:2].C([O:14][C:15](=O)[C:16](OCC)=[O:17])C. The catalyst is CCOCC. The product is [N+:1]([C:4]1[CH:9]=[N:8][C:7]2=[N:10][C:16]([OH:17])=[C:15]([OH:14])[N:11]=[C:6]2[CH:5]=1)([O-:3])=[O:2]. The yield is 0.490. (2) The reactants are [Cl:1][C:2]1[C:3]([C:8](O)=[O:9])=[N:4][CH:5]=[CH:6][N:7]=1.ClC(OC)=O.[BH4-].[Na+]. The catalyst is C1COCC1.O. The product is [Cl:1][C:2]1[C:3]([CH2:8][OH:9])=[N:4][CH:5]=[CH:6][N:7]=1. The yield is 0.220. (3) The reactants are [F:1][C:2]1[CH:9]=[CH:8][CH:7]=[CH:6][C:3]=1[CH:4]=[CH2:5].C(O)(=[O:12])C.BrN1C(=O)CCC1=O.C(=O)([O-])[O-].[Na+].[Na+].[OH-].[Na+]. The catalyst is O1CCOCC1.O. The product is [F:1][C:2]1[CH:9]=[CH:8][CH:7]=[CH:6][C:3]=1[CH:4]1[CH2:5][O:12]1. The yield is 0.940.